Dataset: Full USPTO retrosynthesis dataset with 1.9M reactions from patents (1976-2016). Task: Predict the reactants needed to synthesize the given product. (1) Given the product [CH3:5][CH2:4][CH2:3][CH:2]([CH3:7])[CH3:1].[Br:31][CH2:26][C:24]1[CH:23]=[C:22]([CH2:27][C:28]([OH:30])=[O:29])[CH:21]=[C:20]([Cl:19])[CH:25]=1, predict the reactants needed to synthesize it. The reactants are: [C:1](OO[C:1](=O)[C:2]1[CH:7]=C[CH:5]=[CH:4][CH:3]=1)(=O)[C:2]1[CH:7]=C[CH:5]=[CH:4][CH:3]=1.[Cl:19][C:20]1[CH:21]=[C:22]([CH2:27][C:28]([OH:30])=[O:29])[CH:23]=[C:24]([CH3:26])[CH:25]=1.[Br:31]N1C(=O)CCC1=O. (2) Given the product [CH3:25][C:26]1[CH:27]=[C:28]([O:41][CH2:42][C:43]2([C:47]([O:49][CH2:50][CH3:51])=[O:48])[CH2:46][CH2:45][CH2:44]2)[N:29]=[CH:30][C:31]=1[C:2]1[CH:7]=[N:6][C:5]([C:8]2[N:9]([CH2:17][O:18][CH2:19][CH2:20][Si:21]([CH3:24])([CH3:23])[CH3:22])[CH:10]=[C:11]([C:13]([F:16])([F:15])[F:14])[N:12]=2)=[CH:4][CH:3]=1, predict the reactants needed to synthesize it. The reactants are: Br[C:2]1[CH:3]=[CH:4][C:5]([C:8]2[N:9]([CH2:17][O:18][CH2:19][CH2:20][Si:21]([CH3:24])([CH3:23])[CH3:22])[CH:10]=[C:11]([C:13]([F:16])([F:15])[F:14])[N:12]=2)=[N:6][CH:7]=1.[CH3:25][C:26]1[C:31](B2OC(C)(C)C(C)(C)O2)=[CH:30][N:29]=[C:28]([O:41][CH2:42][C:43]2([C:47]([O:49][CH2:50][CH3:51])=[O:48])[CH2:46][CH2:45][CH2:44]2)[CH:27]=1.C(=O)([O-])[O-].[Na+].[Na+].